Task: Predict the reactants needed to synthesize the given product.. Dataset: Full USPTO retrosynthesis dataset with 1.9M reactions from patents (1976-2016) Given the product [CH:1]([N:4]1[C:5]([S:26][CH3:27])=[N:6][N:7]=[C:8]1[C:9]1[CH:14]=[C:13]([CH:15]([CH3:17])[CH3:16])[C:12]([O:18][CH2:19][O:20][CH3:21])=[CH:11][C:10]=1[O:22][CH2:23][O:24][CH3:25])([CH3:2])[CH3:3], predict the reactants needed to synthesize it. The reactants are: [CH:1]([N:4]1[C:8]([C:9]2[CH:14]=[C:13]([CH:15]([CH3:17])[CH3:16])[C:12]([O:18][CH2:19][O:20][CH3:21])=[CH:11][C:10]=2[O:22][CH2:23][O:24][CH3:25])=[N:7][NH:6][C:5]1=[S:26])([CH3:3])[CH3:2].[C:27](=O)([O-])[O-].[K+].[K+].CI.